This data is from Forward reaction prediction with 1.9M reactions from USPTO patents (1976-2016). The task is: Predict the product of the given reaction. Given the reactants [Br:1][C:2]1[CH:3]=[C:4]2[C:9](=[CH:10][CH:11]=1)[O:8][CH:7]=[C:6]([CH:12]=O)[C:5]2=[O:14].[CH2:15]([O:17][C:18]([C:20]#[C:21][C:22]([O:24][CH2:25][CH3:26])=[O:23])=[O:19])[CH3:16].C1(P(C2C=CC=CC=2)C2C=CC=CC=2)C=CC=CC=1.[CH3:46][O:47][C:48]1[CH:59]=[C:58]2[C:51]([NH:52][CH:53]=[C:54]2[CH2:55][CH2:56][NH2:57])=[CH:50][CH:49]=1, predict the reaction product. The product is: [CH2:25]([O:24][C:22]([C:21]1[C:20]2([C:18]([O:17][CH2:15][CH3:16])=[O:19])[N:57]([CH2:56][CH2:55][C:54]3[C:58]4[C:51](=[CH:50][CH:49]=[C:48]([O:47][CH3:46])[CH:59]=4)[NH:52][C:53]=32)[CH:7]=[C:6]([C:5](=[O:14])[C:4]2[CH:3]=[C:2]([Br:1])[CH:11]=[CH:10][C:9]=2[OH:8])[CH:12]=1)=[O:23])[CH3:26].